From a dataset of Catalyst prediction with 721,799 reactions and 888 catalyst types from USPTO. Predict which catalyst facilitates the given reaction. (1) Product: [CH3:3][O:4][C:5]1[CH:10]=[CH:9][C:8]([CH2:11][O:12][C:15]2[C:14]([Br:13])=[C:19]([CH3:20])[CH:18]=[CH:17][N:16]=2)=[CH:7][CH:6]=1. Reactant: [H-].[Na+].[CH3:3][O:4][C:5]1[CH:10]=[CH:9][C:8]([CH2:11][OH:12])=[CH:7][CH:6]=1.[Br:13][C:14]1[C:15](Cl)=[N:16][CH:17]=[CH:18][C:19]=1[CH3:20].O. The catalyst class is: 49. (2) Reactant: Cl[C:2]1[CH:11]=[CH:10][C:9]2[C:8]3[C:12]4[NH:19][CH2:18][C@@H:17]([CH3:20])[NH:16][C:15](=[O:21])[C:13]=4[S:14][C:7]=3[CH:6]=[CH:5][C:4]=2[N:3]=1.[F:22][C:23]1[CH:24]=[CH:25][C:26]([N+:30]([O-:32])=[O:31])=[C:27]([CH:29]=1)[NH2:28].C(=O)([O-])[O-].[Cs+].[Cs+].CC1(C)C2C(=C(P(C3C=CC=CC=3)C3C=CC=CC=3)C=CC=2)OC2C(P(C3C=CC=CC=3)C3C=CC=CC=3)=CC=CC1=2. Product: [F:22][C:23]1[CH:24]=[CH:25][C:26]([N+:30]([O-:32])=[O:31])=[C:27]([NH:28][C:2]2[CH:11]=[CH:10][C:9]3[C:8]4[C:12]5[NH:19][CH2:18][C@@H:17]([CH3:20])[NH:16][C:15](=[O:21])[C:13]=5[S:14][C:7]=4[CH:6]=[CH:5][C:4]=3[N:3]=2)[CH:29]=1. The catalyst class is: 62. (3) Reactant: [N:1]1([C:5]([C:7]2[CH:8]=[N:9][N:10]([CH3:27])[C:11]=2[C:12]([NH:14][C:15]2[CH:20]=[CH:19][N:18]3[N:21]=[C:22]([C:24]([OH:26])=O)[N:23]=[C:17]3[CH:16]=2)=[O:13])=[O:6])[CH2:4][CH2:3][CH2:2]1.[F:28][C:29]([F:34])([F:33])[CH2:30][CH2:31][NH2:32].C(N(C(C)C)C(C)C)C.CCCP1(OP(CCC)(=O)OP(CCC)(=O)O1)=O.C(=O)(O)[O-].[Na+]. Product: [N:1]1([C:5]([C:7]2[CH:8]=[N:9][N:10]([CH3:27])[C:11]=2[C:12]([NH:14][C:15]2[CH:20]=[CH:19][N:18]3[N:21]=[C:22]([C:24]([NH:32][CH2:31][CH2:30][C:29]([F:34])([F:33])[F:28])=[O:26])[N:23]=[C:17]3[CH:16]=2)=[O:13])=[O:6])[CH2:2][CH2:3][CH2:4]1. The catalyst class is: 7.